Dataset: Catalyst prediction with 721,799 reactions and 888 catalyst types from USPTO. Task: Predict which catalyst facilitates the given reaction. (1) Reactant: C(N(CC)CC)C.[CH3:8][C@H:9]1[NH:13][CH2:12][C@@H:11]([CH2:14][N:15]2[C:23]3[C:18](=[CH:19][C:20]([C:24]4[CH:25]=[N:26][N:27]([CH:29]5[CH2:34][CH2:33][CH2:32][CH2:31][O:30]5)[CH:28]=4)=[CH:21][CH:22]=3)[CH:17]=[CH:16]2)[CH2:10]1.[C:35]1([S:41](Cl)(=[O:43])=[O:42])[CH:40]=[CH:39][CH:38]=[CH:37][CH:36]=1.C(=O)(O)[O-].[Na+]. Product: [CH3:8][C@H:9]1[N:13]([S:41]([C:35]2[CH:40]=[CH:39][CH:38]=[CH:37][CH:36]=2)(=[O:43])=[O:42])[CH2:12][C@@H:11]([CH2:14][N:15]2[C:23]3[C:18](=[CH:19][C:20]([C:24]4[CH:25]=[N:26][N:27]([CH:29]5[CH2:34][CH2:33][CH2:32][CH2:31][O:30]5)[CH:28]=4)=[CH:21][CH:22]=3)[CH:17]=[CH:16]2)[CH2:10]1. The catalyst class is: 4. (2) Reactant: C(OC([N:8]1[CH2:13][CH2:12][N:11]([C:14]2[C:19]([Cl:20])=[CH:18][C:17]([C:21](=[O:30])[NH:22][C:23]3[CH:28]=[CH:27][CH:26]=[C:25]([Cl:29])[CH:24]=3)=[CH:16][N:15]=2)[CH2:10][CH2:9]1)=O)(C)(C)C.[OH-].[Na+]. Product: [Cl:20][C:19]1[C:14]([N:11]2[CH2:12][CH2:13][NH:8][CH2:9][CH2:10]2)=[N:15][CH:16]=[C:17]([CH:18]=1)[C:21]([NH:22][C:23]1[CH:28]=[CH:27][CH:26]=[C:25]([Cl:29])[CH:24]=1)=[O:30]. The catalyst class is: 8.